Dataset: Forward reaction prediction with 1.9M reactions from USPTO patents (1976-2016). Task: Predict the product of the given reaction. (1) Given the reactants [C:1]([NH:8][C@H:9]([C:17]([OH:19])=O)[CH2:10][C:11]1[CH:16]=[CH:15][CH:14]=[CH:13][CH:12]=1)([O:3][C:4]([CH3:7])([CH3:6])[CH3:5])=[O:2].C(N(CC)C(C)C)(C)C.C1C=CC2N(O)N=NC=2C=1.C(Cl)CCl.[C:43]([NH:51][NH2:52])(=[O:50])[C:44]1[CH:49]=[CH:48][CH:47]=[CH:46][CH:45]=1, predict the reaction product. The product is: [C:4]([O:3][C:1](=[O:2])[NH:8][C@@H:9]([CH2:10][C:11]1[CH:12]=[CH:13][CH:14]=[CH:15][CH:16]=1)[C:17]([NH:52][NH:51][C:43](=[O:50])[C:44]1[CH:49]=[CH:48][CH:47]=[CH:46][CH:45]=1)=[O:19])([CH3:5])([CH3:6])[CH3:7]. (2) Given the reactants [NH2:1][C:2]1[N:11]=[CH:10][C:9]2[C:8](=[N:12][O:13][CH2:14][C:15]([OH:17])=O)[CH2:7][CH:6]([C:18]3[CH:23]=[CH:22][CH:21]=[CH:20][C:19]=3[C:24]3[CH:29]=[CH:28][CH:27]=[CH:26][CH:25]=3)[CH2:5][C:4]=2[N:3]=1.S(Cl)(Cl)=O.[NH:34]1[CH2:39][CH2:38][O:37][CH2:36][CH2:35]1.C(N(CC)CC)C, predict the reaction product. The product is: [N:34]1([C:15](=[O:17])[CH2:14][O:13][N:12]=[C:8]2[CH2:7][CH:6]([C:18]3[CH:23]=[CH:22][CH:21]=[CH:20][C:19]=3[C:24]3[CH:29]=[CH:28][CH:27]=[CH:26][CH:25]=3)[CH2:5][C:4]3[N:3]=[C:2]([NH2:1])[N:11]=[CH:10][C:9]2=3)[CH2:39][CH2:38][O:37][CH2:36][CH2:35]1.